Dataset: Catalyst prediction with 721,799 reactions and 888 catalyst types from USPTO. Task: Predict which catalyst facilitates the given reaction. (1) Reactant: [CH2:1]1[C:10]2[C:5](=[CH:6][C:7]([C:11]3[CH:16]=[CH:15][C:14]([C:17](=[O:19])[CH3:18])=[CH:13][CH:12]=3)=[CH:8][CH:9]=2)[CH2:4][CH2:3][NH:2]1.Cl[CH:21]1[CH2:26][N:25]([CH:27]2[CH2:30][CH2:29][CH2:28]2)[CH2:24][CH2:23][NH:22]1.[C:31](N)(=[O:33])[CH3:32].C([O-])([O-])=O.[K+].[K+].[Na+].[I-]. Product: [C:17]([C:14]1[CH:15]=[CH:16][C:11]([C:7]2[CH:6]=[C:5]3[C:10](=[CH:9][CH:8]=2)[CH2:1][N:2]([CH2:32][C:31]([N:22]2[CH2:23][CH2:24][N:25]([CH:27]4[CH2:30][CH2:29][CH2:28]4)[CH2:26][CH2:21]2)=[O:33])[CH2:3][CH2:4]3)=[CH:12][CH:13]=1)(=[O:19])[CH3:18]. The catalyst class is: 47. (2) Reactant: O.[NH2:2][NH2:3].[C:4]([CH2:12][C:13](=O)[CH3:14])(=O)[C:5]1[CH:10]=[CH:9][CH:8]=[CH:7][CH:6]=1. Product: [CH3:14][C:13]1[NH:3][N:2]=[C:4]([C:5]2[CH:10]=[CH:9][CH:8]=[CH:7][CH:6]=2)[CH:12]=1. The catalyst class is: 8. (3) Reactant: [NH:1]1[CH2:6][CH2:5][CH:4]([OH:7])[CH2:3][CH2:2]1.C(=O)([O-])[O-].[K+].[K+].[I-].[Na+].Cl[CH2:17][C:18]1[CH:23]=[CH:22][N:21]=[C:20]2[N:24]([S:41]([C:44]3[CH:49]=[CH:48][C:47]([CH3:50])=[CH:46][CH:45]=3)(=[O:43])=[O:42])[C:25]([C:27]3[C:35]4[C:30](=[CH:31][C:32]([O:38][CH3:39])=[C:33]([O:36][CH3:37])[CH:34]=4)[N:29]([CH3:40])[CH:28]=3)=[CH:26][C:19]=12. Product: [CH3:37][O:36][C:33]1[CH:34]=[C:35]2[C:30](=[CH:31][C:32]=1[O:38][CH3:39])[N:29]([CH3:40])[CH:28]=[C:27]2[C:25]1[N:24]([S:41]([C:44]2[CH:45]=[CH:46][C:47]([CH3:50])=[CH:48][CH:49]=2)(=[O:43])=[O:42])[C:20]2=[N:21][CH:22]=[CH:23][C:18]([CH2:17][N:1]3[CH2:6][CH2:5][CH:4]([OH:7])[CH2:3][CH2:2]3)=[C:19]2[CH:26]=1. The catalyst class is: 744. (4) Reactant: [OH:1][NH:2][C:3](=[NH:19])[C:4]1[CH:5]=[C:6]([CH2:10][CH2:11][C:12]([O:14][C:15]([CH3:18])([CH3:17])[CH3:16])=[O:13])[CH:7]=[CH:8][CH:9]=1.C(N(CC)CC)C.[Cl:27][C:28]1[CH:29]=[C:30]([CH:34]=[CH:35][C:36]=1[O:37][CH:38]([CH3:40])[CH3:39])[C:31](Cl)=O. Product: [Cl:27][C:28]1[CH:29]=[C:30]([C:31]2[O:1][N:2]=[C:3]([C:4]3[CH:5]=[C:6]([CH2:10][CH2:11][C:12]([O:14][C:15]([CH3:16])([CH3:18])[CH3:17])=[O:13])[CH:7]=[CH:8][CH:9]=3)[N:19]=2)[CH:34]=[CH:35][C:36]=1[O:37][CH:38]([CH3:39])[CH3:40]. The catalyst class is: 3. (5) Reactant: Br[C:2]1[CH:3]=[C:4]([Cl:20])[C:5]([CH2:8][N:9]2[C:17](=[O:18])[C:16]3[C:11](=[CH:12][CH:13]=[CH:14][CH:15]=3)[C:10]2=[O:19])=[N:6][CH:7]=1.C([O-])([O-])=O.[K+].[K+].[C:27]1(C)C=CC=C[CH:28]=1. Product: [Cl:20][C:4]1[C:5]([CH2:8][N:9]2[C:17](=[O:18])[C:16]3[C:11](=[CH:12][CH:13]=[CH:14][CH:15]=3)[C:10]2=[O:19])=[N:6][CH:7]=[C:2]([CH:27]=[CH2:28])[CH:3]=1. The catalyst class is: 73. (6) The catalyst class is: 8. Reactant: [CH3:1][C:2]1[NH:6][N:5]=[C:4]([C:7]2[CH:12]=[CH:11][N:10]=[CH:9][CH:8]=2)[C:3]=1[C:13]([O:15]CC)=[O:14].[OH-].[Na+].O. Product: [CH3:1][C:2]1[NH:6][N:5]=[C:4]([C:7]2[CH:8]=[CH:9][N:10]=[CH:11][CH:12]=2)[C:3]=1[C:13]([OH:15])=[O:14]. (7) Reactant: C([O:9][C@H:10]1[C@@H:21]([O:22][C@H:23]2[O:55][C@H:54]([CH2:56][O:57]C(=O)C3C=CC=CC=3)[C@@H:44]([O:45]C(=O)C3C=CC=CC=3)[C@H:34]([O:35]C(=O)C3C=CC=CC=3)[C@@H:24]2[O:25]C(=O)C2C=CC=CC=2)[C@H:20]([O:66]C(=O)C2C=CC=CC=2)[C@@H:19]([CH2:75][OH:76])[O:18][C@@H:11]1[O:12][CH2:13][CH2:14][N:15]=[N+:16]=[N-:17])(=O)C1C=CC=CC=1.O(C)[Na]. Product: [C@H:23]1([O:22][C@H:21]2[C@H:20]([OH:66])[C@@H:19]([CH2:75][OH:76])[O:18][C@H:11]([O:12][CH2:13][CH2:14][N:15]=[N+:16]=[N-:17])[C@H:10]2[OH:9])[O:55][C@H:54]([CH2:56][OH:57])[C@@H:44]([OH:45])[C@H:34]([OH:35])[C@@H:24]1[OH:25]. The catalyst class is: 5.